From a dataset of Forward reaction prediction with 1.9M reactions from USPTO patents (1976-2016). Predict the product of the given reaction. (1) The product is: [Br:1][C:2]1[CH:3]=[C:4]([CH:8]=[C:9]([N+:11]([O-:13])=[O:12])[CH:10]=1)[C:5]([O:7][CH3:19])=[O:6]. Given the reactants [Br:1][C:2]1[CH:3]=[C:4]([CH:8]=[C:9]([N+:11]([O-:13])=[O:12])[CH:10]=1)[C:5]([OH:7])=[O:6].S(=O)(=O)(O)O.[CH3:19]O, predict the reaction product. (2) The product is: [Br:1][CH2:16][C:15]([C:7]1[CH:8]=[CH:9][CH:10]=[CH:5][CH:6]=1)=[O:17]. Given the reactants [Br:1]Br.CO[C:5]1[CH:6]=[C:7]([C:15](=[O:17])[CH3:16])[CH:8]=[C:9](OC)[C:10]=1OC.O, predict the reaction product. (3) The product is: [CH:44]1[C:45]2[CH:46]([CH2:48][O:49][C:50]([NH:52][CH2:53][C:54]([NH:8][C@H:7]([C:26]([OH:28])=[O:27])[CH2:6][OH:5])=[O:56])=[O:51])[C:47]3[C:39](=[CH:38][CH:37]=[CH:36][CH:35]=3)[C:40]=2[CH:41]=[CH:42][CH:43]=1. Given the reactants C([O:5][CH2:6][C@@H:7]([C:26]([OH:28])=[O:27])[NH:8]C(OCC1C2C=CC=CC=2C2C1=CC=CC=2)=O)(C)(C)C.N1CCCCC1.[CH:35]1[C:47]2[CH:46]([CH2:48][O:49][C:50]([NH:52][CH2:53][C:54]([OH:56])=O)=[O:51])[C:45]3[C:40](=[CH:41][CH:42]=[CH:43][CH:44]=3)[C:39]=2[CH:38]=[CH:37][CH:36]=1.F[B-](F)(F)F.N1(OC(N(C)C)=[N+](C)C)C2C=CC=CC=2N=N1.C(N(C(C)C)C(C)C)C, predict the reaction product.